This data is from NCI-60 drug combinations with 297,098 pairs across 59 cell lines. The task is: Regression. Given two drug SMILES strings and cell line genomic features, predict the synergy score measuring deviation from expected non-interaction effect. (1) Drug 1: C1CN1C2=NC(=NC(=N2)N3CC3)N4CC4. Drug 2: CC1C(C(CC(O1)OC2CC(CC3=C2C(=C4C(=C3O)C(=O)C5=C(C4=O)C(=CC=C5)OC)O)(C(=O)C)O)N)O.Cl. Cell line: A549. Synergy scores: CSS=57.7, Synergy_ZIP=4.38, Synergy_Bliss=5.34, Synergy_Loewe=5.04, Synergy_HSA=9.96. (2) Drug 1: COC1=CC(=CC(=C1O)OC)C2C3C(COC3=O)C(C4=CC5=C(C=C24)OCO5)OC6C(C(C7C(O6)COC(O7)C8=CC=CS8)O)O. Drug 2: CC=C1C(=O)NC(C(=O)OC2CC(=O)NC(C(=O)NC(CSSCCC=C2)C(=O)N1)C(C)C)C(C)C. Cell line: HT29. Synergy scores: CSS=82.6, Synergy_ZIP=0.557, Synergy_Bliss=1.13, Synergy_Loewe=0.605, Synergy_HSA=1.39. (3) Drug 1: CC1OCC2C(O1)C(C(C(O2)OC3C4COC(=O)C4C(C5=CC6=C(C=C35)OCO6)C7=CC(=C(C(=C7)OC)O)OC)O)O. Drug 2: CC=C1C(=O)NC(C(=O)OC2CC(=O)NC(C(=O)NC(CSSCCC=C2)C(=O)N1)C(C)C)C(C)C. Cell line: HCC-2998. Synergy scores: CSS=62.1, Synergy_ZIP=-5.83, Synergy_Bliss=-5.69, Synergy_Loewe=-5.54, Synergy_HSA=-2.77. (4) Synergy scores: CSS=3.65, Synergy_ZIP=-4.42, Synergy_Bliss=-4.25, Synergy_Loewe=-8.98, Synergy_HSA=-6.21. Drug 2: CC1C(C(CC(O1)OC2CC(OC(C2O)C)OC3=CC4=CC5=C(C(=O)C(C(C5)C(C(=O)C(C(C)O)O)OC)OC6CC(C(C(O6)C)O)OC7CC(C(C(O7)C)O)OC8CC(C(C(O8)C)O)(C)O)C(=C4C(=C3C)O)O)O)O. Cell line: NCI-H226. Drug 1: C1=C(C(=O)NC(=O)N1)N(CCCl)CCCl. (5) Drug 1: CNC(=O)C1=NC=CC(=C1)OC2=CC=C(C=C2)NC(=O)NC3=CC(=C(C=C3)Cl)C(F)(F)F. Drug 2: CN(C(=O)NC(C=O)C(C(C(CO)O)O)O)N=O. Cell line: ACHN. Synergy scores: CSS=-10.3, Synergy_ZIP=-0.879, Synergy_Bliss=-9.75, Synergy_Loewe=-21.2, Synergy_HSA=-16.2. (6) Drug 1: C1=NC2=C(N=C(N=C2N1C3C(C(C(O3)CO)O)O)F)N. Drug 2: C#CCC(CC1=CN=C2C(=N1)C(=NC(=N2)N)N)C3=CC=C(C=C3)C(=O)NC(CCC(=O)O)C(=O)O. Cell line: PC-3. Synergy scores: CSS=68.1, Synergy_ZIP=10.2, Synergy_Bliss=-7.96, Synergy_Loewe=32.7, Synergy_HSA=-6.66.